Dataset: Full USPTO retrosynthesis dataset with 1.9M reactions from patents (1976-2016). Task: Predict the reactants needed to synthesize the given product. (1) Given the product [C:17]([O:25][CH2:26][CH2:27][O:28][C:29]1[CH:34]=[CH:33][CH:32]=[C:31]([CH2:35][N:1]2[CH2:5][CH2:4][C@@H:3]([NH:6][C:7]3[CH:16]=[CH:15][CH:14]=[C:13]4[C:8]=3[CH:9]=[CH:10][N:11]=[CH:12]4)[CH2:2]2)[CH:30]=1)(=[O:24])[C:18]1[CH:19]=[CH:20][CH:21]=[CH:22][CH:23]=1, predict the reactants needed to synthesize it. The reactants are: [NH:1]1[CH2:5][CH2:4][C@@H:3]([NH:6][C:7]2[C:8]3[CH:9]=[CH:10][N:11]=[CH:12][C:13]=3[CH:14]=[CH:15][CH:16]=2)[CH2:2]1.[C:17]([O:25][CH2:26][CH2:27][O:28][C:29]1[CH:34]=[CH:33][CH:32]=[C:31]([CH:35]=O)[CH:30]=1)(=[O:24])[C:18]1[CH:23]=[CH:22][CH:21]=[CH:20][CH:19]=1.C(O[BH-](OC(=O)C)OC(=O)C)(=O)C.[Na+]. (2) Given the product [CH3:36][O:35][C:33]([O:1][CH:2]([CH:12]1[CH2:17][CH2:16][N:15]([C:18]([O:20][C:21]([CH3:24])([CH3:23])[CH3:22])=[O:19])[CH2:14][CH2:13]1)[C:3]#[C:4][C:5]1[CH:10]=[CH:9][CH:8]=[C:7]([CH3:11])[N:6]=1)=[O:34], predict the reactants needed to synthesize it. The reactants are: [OH:1][CH:2]([CH:12]1[CH2:17][CH2:16][N:15]([C:18]([O:20][C:21]([CH3:24])([CH3:23])[CH3:22])=[O:19])[CH2:14][CH2:13]1)[C:3]#[C:4][C:5]1[CH:10]=[CH:9][CH:8]=[C:7]([CH3:11])[N:6]=1.C(N(CC)CC)C.Cl[C:33]([O:35][CH3:36])=[O:34]. (3) Given the product [OH:41][C:10]1[C:11]([CH3:40])=[C:12]([O:13][CH2:14][C:15]2[CH:20]=[CH:19][C:18]([CH:21]([C:22]3[CH:30]=[CH:29][CH:28]=[C:24]([C:25]4[NH:5][C:3]([SH:4])=[N:2][N:1]=4)[CH:23]=3)[O:31][CH:32]3[CH2:37][CH2:36][CH2:35][CH2:34][O:33]3)=[CH:17][CH:16]=2)[CH:38]=[CH:39][C:9]=1[C:6](=[O:8])[CH3:7], predict the reactants needed to synthesize it. The reactants are: [NH2:1][NH:2][C:3]([NH2:5])=[S:4].[C:6]([C:9]1[CH:39]=[CH:38][C:12]([O:13][CH2:14][C:15]2[CH:20]=[CH:19][C:18]([CH:21]([O:31][CH:32]3[CH2:37][CH2:36][CH2:35][CH2:34][O:33]3)[C:22]3[CH:23]=[C:24]([CH:28]=[CH:29][CH:30]=3)[C:25](O)=O)=[CH:17][CH:16]=2)=[C:11]([CH3:40])[C:10]=1[OH:41])(=[O:8])[CH3:7].[OH-].[K+].Cl. (4) Given the product [CH3:12][C:7]1([CH3:13])[C:8]([CH3:11])([CH3:10])[O:9][B:5](/[CH:4]=[CH:3]/[CH2:2][N:14]2[CH2:15][CH2:16][CH:17]([NH:20][C:21](=[O:27])[O:22][C:23]([CH3:25])([CH3:24])[CH3:26])[CH2:18][CH2:19]2)[O:6]1, predict the reactants needed to synthesize it. The reactants are: Cl[CH2:2]/[CH:3]=[CH:4]\[B:5]1[O:9][C:8]([CH3:11])([CH3:10])[C:7]([CH3:13])([CH3:12])[O:6]1.[NH:14]1[CH2:19][CH2:18][CH:17]([NH:20][C:21](=[O:27])[O:22][C:23]([CH3:26])([CH3:25])[CH3:24])[CH2:16][CH2:15]1.